Task: Predict the reaction yield, written as a fraction of the theoretical maximum amount of product (1.0 means a 100% yield; for example, 0.34 means a 34% yield).. Dataset: Reaction yield outcomes from USPTO patents with 853,638 reactions (1) The reactants are [F:1][C:2]1[CH:9]=[CH:8][C:5]([CH:6]=O)=[CH:4][CH:3]=1.[N:10]1[CH:15]=[CH:14][CH:13]=[CH:12][C:11]=1[CH2:16][C:17]#[N:18].CC[O-].[Na+]. The catalyst is CCO. The product is [F:1][C:2]1[CH:9]=[CH:8][C:5]([CH:6]=[C:16]([C:11]2[CH:12]=[CH:13][CH:14]=[CH:15][N:10]=2)[C:17]#[N:18])=[CH:4][CH:3]=1. The yield is 0.920. (2) The reactants are FC(F)(F)C(O)=O.[Cl:8][C:9]1[CH:10]=[C:11]2[C:15](=[CH:16][CH:17]=1)[N:14](C(OC(C)(C)C)=O)[C:13]([S:25]([CH2:28][CH2:29][C:30]([N:32]1[CH2:37][CH2:36][CH:35]([CH2:38][CH2:39][N:40]3[CH:44]=[CH:43][N:42]=[C:41]3[CH3:45])[CH2:34][CH2:33]1)=[O:31])(=[O:27])=[O:26])=[CH:12]2.C(=O)([O-])[O-].[K+].[K+]. The product is [Cl:8][C:9]1[CH:10]=[C:11]2[C:15](=[CH:16][CH:17]=1)[NH:14][C:13]([S:25]([CH2:28][CH2:29][C:30]([N:32]1[CH2:33][CH2:34][CH:35]([CH2:38][CH2:39][N:40]3[CH:44]=[CH:43][N:42]=[C:41]3[CH3:45])[CH2:36][CH2:37]1)=[O:31])(=[O:27])=[O:26])=[CH:12]2. The yield is 0.900. The catalyst is ClCCl. (3) The reactants are [CH:1]1([N:4]([CH:34]2[CH2:36][CH2:35]2)[C:5]([C:7]2[N:31]([CH2:32][CH3:33])[C:10]3=[N:11][C:12]([NH:19]/[C:20](/SC)=[CH:21]/[C:22](=[O:28])[CH:23]([O:26][CH3:27])[O:24][CH3:25])=[C:13]4[N:17]=[CH:16][N:15]([CH3:18])[C:14]4=[C:9]3[CH:8]=2)=[O:6])[CH2:3][CH2:2]1.[CH2:37]([N:39]([C:41]([O:43][C:44]([CH3:47])([CH3:46])[CH3:45])=[O:42])[NH2:40])[CH3:38]. The catalyst is C(O)(=O)C. The product is [CH:1]1([N:4]([CH:34]2[CH2:36][CH2:35]2)[C:5]([C:7]2[N:31]([CH2:32][CH3:33])[C:10]3=[N:11][C:12]([NH:19]/[C:20](/[NH:40][N:39]([CH2:37][CH3:38])[C:41]([O:43][C:44]([CH3:46])([CH3:45])[CH3:47])=[O:42])=[CH:21]/[C:22](=[O:28])[CH:23]([O:26][CH3:27])[O:24][CH3:25])=[C:13]4[N:17]=[CH:16][N:15]([CH3:18])[C:14]4=[C:9]3[CH:8]=2)=[O:6])[CH2:3][CH2:2]1. The yield is 1.00. (4) The reactants are [C:1]([OH:12])(=[O:11])[C:2]1[CH:10]=[CH:9][CH:8]=[C:4]([C:5]([OH:7])=[O:6])[CH:3]=1.[Br:13]N1C(=O)CCC1=O. The catalyst is OS(O)(=O)=O. The product is [Br:13][C:9]1[CH:10]=[C:2]([C:1]([OH:12])=[O:11])[CH:3]=[C:4]([CH:8]=1)[C:5]([OH:7])=[O:6]. The yield is 0.200.